Regression. Given two drug SMILES strings and cell line genomic features, predict the synergy score measuring deviation from expected non-interaction effect. From a dataset of NCI-60 drug combinations with 297,098 pairs across 59 cell lines. Drug 1: CC1=CC2C(CCC3(C2CCC3(C(=O)C)OC(=O)C)C)C4(C1=CC(=O)CC4)C. Drug 2: C(CN)CNCCSP(=O)(O)O. Cell line: OVCAR3. Synergy scores: CSS=-0.310, Synergy_ZIP=4.20, Synergy_Bliss=8.99, Synergy_Loewe=1.94, Synergy_HSA=2.21.